This data is from Reaction yield outcomes from USPTO patents with 853,638 reactions. The task is: Predict the reaction yield, written as a fraction of the theoretical maximum amount of product (1.0 means a 100% yield; for example, 0.34 means a 34% yield). (1) The reactants are [CH:1](=O)[CH3:2].[CH2:4]([O:11][C:12]([N:14]1[C:18]2[CH:19]=[N:20][CH:21]=[C:22]([O:23][CH:24]3[CH2:29][CH2:28][NH:27][CH2:26][CH2:25]3)[C:17]=2[C:16]2[CH:30]=[C:31]([Br:34])[CH:32]=[N:33][C:15]1=2)=[O:13])[C:5]1[CH:10]=[CH:9][CH:8]=[CH:7][CH:6]=1.C(O[BH-](OC(=O)C)OC(=O)C)(=O)C.[Na+].C(O)(=O)C. The catalyst is CO.ClCCl. The product is [CH2:4]([O:11][C:12]([N:14]1[C:18]2[CH:19]=[N:20][CH:21]=[C:22]([O:23][CH:24]3[CH2:29][CH2:28][N:27]([CH2:1][CH3:2])[CH2:26][CH2:25]3)[C:17]=2[C:16]2[CH:30]=[C:31]([Br:34])[CH:32]=[N:33][C:15]1=2)=[O:13])[C:5]1[CH:10]=[CH:9][CH:8]=[CH:7][CH:6]=1. The yield is 0.610. (2) The reactants are Br[C:2]1[C:3]([CH3:8])=[N:4][O:5][C:6]=1[CH3:7].[F:9][C:10]1[CH:11]=[C:12](B(O)O)[CH:13]=[C:14]([F:16])[CH:15]=1.C(Cl)Cl.C(=O)([O-])[O-].[Na+].[Na+]. The catalyst is C1C=CC(P(C2C=CC=CC=2)[C-]2C=CC=C2)=CC=1.C1C=CC(P(C2C=CC=CC=2)[C-]2C=CC=C2)=CC=1.Cl[Pd]Cl.[Fe+2].O1CCOCC1. The product is [F:9][C:10]1[CH:11]=[C:12]([C:2]2[C:3]([CH3:8])=[N:4][O:5][C:6]=2[CH3:7])[CH:13]=[C:14]([F:16])[CH:15]=1. The yield is 0.600. (3) The yield is 0.540. The reactants are [Cl:1][C:2]1[C:3](=[O:14])O[C:5](=[O:13])[C:6]=1[C:7]1[CH:12]=[CH:11][CH:10]=[CH:9][CH:8]=1.[CH3:15][S:16][CH2:17][CH2:18][NH2:19]. The product is [Cl:1][C:2]1[C:3](=[O:14])[N:19]([CH2:18][CH2:17][S:16][CH3:15])[C:5](=[O:13])[C:6]=1[C:7]1[CH:8]=[CH:9][CH:10]=[CH:11][CH:12]=1. The catalyst is C(O)(=O)C. (4) The reactants are Br[C:2]1[C:3]([O:28][CH2:29][CH2:30][N:31]2[CH2:36][CH2:35][O:34][CH2:33][CH2:32]2)=[C:4]([CH:10]([NH:12][C:13]2[N:21]=[CH:20][N:19]=[C:18]3[C:14]=2[N:15]=[CH:16][N:17]3C2CCCCO2)[CH3:11])[CH:5]=[C:6]([Cl:9])[C:7]=1[CH3:8].[CH3:37][S:38]([C:41]1[CH:46]=[CH:45][C:44](B(O)O)=[CH:43][CH:42]=1)(=[O:40])=[O:39].C(=O)([O-])[O-].[Na+].[Na+].C(=O)([O-])[O-].[K+].[K+]. No catalyst specified. The product is [Cl:9][C:6]1[CH:5]=[C:4]([CH:10]([NH:12][C:13]2[N:21]=[CH:20][N:19]=[C:18]3[C:14]=2[N:15]=[CH:16][NH:17]3)[CH3:11])[C:3]([O:28][CH2:29][CH2:30][N:31]2[CH2:36][CH2:35][O:34][CH2:33][CH2:32]2)=[C:2]([C:44]2[CH:45]=[CH:46][C:41]([S:38]([CH3:37])(=[O:40])=[O:39])=[CH:42][CH:43]=2)[C:7]=1[CH3:8]. The yield is 0.270.